The task is: Predict the product of the given reaction.. This data is from Forward reaction prediction with 1.9M reactions from USPTO patents (1976-2016). (1) Given the reactants [NH2:1][C:2]1[CH:7]=[CH:6][C:5]([CH2:8][CH2:9][OH:10])=[CH:4][C:3]=1[I:11].[CH2:12]([O:19][C:20](=[O:27])[C:21]#[C:22][C:23]([F:26])([F:25])[F:24])[C:13]1[CH:18]=[CH:17][CH:16]=[CH:15][CH:14]=1, predict the reaction product. The product is: [CH2:12]([O:19][C:20](=[O:27])/[CH:21]=[C:22](/[NH:1][C:2]1[CH:7]=[CH:6][C:5]([CH2:8][CH2:9][OH:10])=[CH:4][C:3]=1[I:11])\[C:23]([F:26])([F:25])[F:24])[C:13]1[CH:14]=[CH:15][CH:16]=[CH:17][CH:18]=1. (2) Given the reactants [Cl:1][C:2]1[CH:7]=[C:6]([CH3:8])[CH:5]=[CH:4][N:3]=1.[Li+].CC([N-]C(C)C)C.[C:17](=O)([O:21]CC)[O:18][CH2:19][CH3:20].O, predict the reaction product. The product is: [Cl:1][C:2]1[CH:7]=[C:6]([CH2:8][C:17]([O:18][CH2:19][CH3:20])=[O:21])[CH:5]=[CH:4][N:3]=1. (3) Given the reactants [NH2:1][C:2]1[N:7]=[C:6]([C:8]2[O:9][CH:10]=[CH:11][CH:12]=2)[C:5]([C:13]#[N:14])=[C:4](OS(C(F)(F)F)(=O)=O)[CH:3]=1.[CH3:23][C:24]1[CH:25]=[CH:26][C:27]([CH2:30][NH2:31])=[N:28][CH:29]=1, predict the reaction product. The product is: [NH2:1][C:2]1[CH:3]=[C:4]([NH:31][CH2:30][C:27]2[CH:26]=[CH:25][C:24]([CH3:23])=[CH:29][N:28]=2)[C:5]([C:13]#[N:14])=[C:6]([C:8]2[O:9][CH:10]=[CH:11][CH:12]=2)[N:7]=1. (4) Given the reactants [CH2:1]([O:8][C:9](=[O:14])[NH:10][CH2:11][CH2:12]Br)[C:2]1[CH:7]=[CH:6][CH:5]=[CH:4][CH:3]=1.[C:15]1([C:21]2([C:26]3[CH:31]=[CH:30][CH:29]=[CH:28][CH:27]=3)[CH2:25][CH2:24][NH:23][CH2:22]2)[CH:20]=[CH:19][CH:18]=[CH:17][CH:16]=1.CCN(C(C)C)C(C)C, predict the reaction product. The product is: [CH2:1]([O:8][C:9](=[O:14])[NH:10][CH2:11][CH2:12][N:23]1[CH2:24][CH2:25][C:21]([C:26]2[CH:31]=[CH:30][CH:29]=[CH:28][CH:27]=2)([C:15]2[CH:20]=[CH:19][CH:18]=[CH:17][CH:16]=2)[CH2:22]1)[C:2]1[CH:7]=[CH:6][CH:5]=[CH:4][CH:3]=1. (5) Given the reactants [C:1]([O:5][C:6](=[O:19])[NH:7][C:8]1[C:9]([O:16][CH2:17][CH3:18])=[N:10][N:11]2[CH:15]=[CH:14][S:13][C:12]=12)([CH3:4])([CH3:3])[CH3:2].C([Li])CCC.[Br:25]C(F)(F)C(F)(F)Br.[Cl-].[NH4+], predict the reaction product. The product is: [C:1]([O:5][C:6](=[O:19])[NH:7][C:8]1[C:9]([O:16][CH2:17][CH3:18])=[N:10][N:11]2[C:15]([Br:25])=[CH:14][S:13][C:12]=12)([CH3:4])([CH3:3])[CH3:2]. (6) Given the reactants [Cl:1][C:2]1[CH:10]=[CH:9][C:8]2[N:7]([CH2:11][C:12]([C:15]3[CH:16]=[N:17][CH:18]=[CH:19][CH:20]=3)(O)[CH3:13])[C:6]3[CH2:21][CH2:22][N:23]([CH3:25])[CH2:24][C:5]=3[C:4]=2[CH:3]=1.S(=O)(=O)(O)O.[OH-].[K+], predict the reaction product. The product is: [Cl:1][C:2]1[CH:10]=[CH:9][C:8]2[N:7](/[CH:11]=[C:12](/[C:15]3[CH:16]=[N:17][CH:18]=[CH:19][CH:20]=3)\[CH3:13])[C:6]3[CH2:21][CH2:22][N:23]([CH3:25])[CH2:24][C:5]=3[C:4]=2[CH:3]=1.